From a dataset of TCR-epitope binding with 47,182 pairs between 192 epitopes and 23,139 TCRs. Binary Classification. Given a T-cell receptor sequence (or CDR3 region) and an epitope sequence, predict whether binding occurs between them. The epitope is FPRPWLHGL. The TCR CDR3 sequence is CASSLWGGGFSQEQFF. Result: 1 (the TCR binds to the epitope).